Dataset: Full USPTO retrosynthesis dataset with 1.9M reactions from patents (1976-2016). Task: Predict the reactants needed to synthesize the given product. Given the product [Cl:20][C:19]1[C:18]2[C:13](=[CH:14][CH:15]=[C:16]([O:21][C:22]3[CH:27]=[CH:26][C:25]([C:28]([F:31])([F:29])[F:30])=[CH:24][CH:23]=3)[CH:17]=2)[N:12]([C:32]2[CH:37]=[CH:36][C:35]([O:38][CH:39]([CH3:41])[CH3:40])=[CH:34][CH:33]=2)[C:11]=1[C:9]([NH:8][C:5]([CH3:7])([CH3:6])[C:4]([OH:42])=[O:3])=[O:10], predict the reactants needed to synthesize it. The reactants are: C([O:3][C:4](=[O:42])[C:5]([NH:8][C:9]([C:11]1[N:12]([C:32]2[CH:37]=[CH:36][C:35]([O:38][CH:39]([CH3:41])[CH3:40])=[CH:34][CH:33]=2)[C:13]2[C:18]([C:19]=1[Cl:20])=[CH:17][C:16]([O:21][C:22]1[CH:27]=[CH:26][C:25]([C:28]([F:31])([F:30])[F:29])=[CH:24][CH:23]=1)=[CH:15][CH:14]=2)=[O:10])([CH3:7])[CH3:6])C.Cl.